Dataset: Reaction yield outcomes from USPTO patents with 853,638 reactions. Task: Predict the reaction yield, written as a fraction of the theoretical maximum amount of product (1.0 means a 100% yield; for example, 0.34 means a 34% yield). (1) The reactants are Br[C:2]1[CH:3]=[C:4]([NH:10][C:11]2[CH:15]=[C:14]([CH3:16])[N:13]([CH3:17])[N:12]=2)[C:5](=[O:9])[N:6]([CH3:8])[CH:7]=1.[C:18]([O:21][CH2:22][C:23]1[C:24]([N:32]2[CH2:43][CH2:42][N:41]3[C:34](=[CH:35][C:36]4[CH2:37][C:38]([CH3:45])([CH3:44])[CH2:39][C:40]=43)[C:33]2=[O:46])=[N:25][CH:26]=[CH:27][C:28]=1B(O)O)(=[O:20])[CH3:19].[O-]P([O-])([O-])=O.[K+].[K+].[K+].C([O-])(=O)C.[Na+]. The catalyst is C1C=CC(P(C2C=CC=CC=2)[C-]2C=CC=C2)=CC=1.C1C=CC(P(C2C=CC=CC=2)[C-]2C=CC=C2)=CC=1.Cl[Pd]Cl.[Fe+2].O.C(#N)C. The product is [C:18]([O:21][CH2:22][C:23]1[C:24]([N:32]2[CH2:43][CH2:42][N:41]3[C:34](=[CH:35][C:36]4[CH2:37][C:38]([CH3:45])([CH3:44])[CH2:39][C:40]=43)[C:33]2=[O:46])=[N:25][CH:26]=[CH:27][C:28]=1[C:2]1[CH:3]=[C:4]([NH:10][C:11]2[CH:15]=[C:14]([CH3:16])[N:13]([CH3:17])[N:12]=2)[C:5](=[O:9])[N:6]([CH3:8])[CH:7]=1)(=[O:20])[CH3:19]. The yield is 0.420. (2) The reactants are [F:1][C:2]1[CH:3]=[C:4]([NH:8][C:9]2[N:18]=[CH:17][C:16]3[C:11](=[CH:12][C:13]([OH:24])=[C:14]([C:19]4[S:20][CH:21]=[CH:22][N:23]=4)[CH:15]=3)[N:10]=2)[CH:5]=[CH:6][CH:7]=1.C1([O:31][S:32]([C:35]([F:38])([F:37])[F:36])(=O)=[O:33])C=CC=CC=1.CCN(C(C)C)C(C)C. The catalyst is CN1C(=O)CCC1. The product is [F:36][C:35]([F:38])([F:37])[S:32]([O:24][C:13]1[CH:12]=[C:11]2[C:16]([CH:17]=[N:18][C:9]([NH:8][C:4]3[CH:5]=[CH:6][CH:7]=[C:2]([F:1])[CH:3]=3)=[N:10]2)=[CH:15][C:14]=1[C:19]1[S:20][CH:21]=[CH:22][N:23]=1)(=[O:33])=[O:31]. The yield is 0.800. (3) The reactants are C1C=CC2N(O)N=NC=2C=1.[NH2:11][C@@H:12]1[CH2:20][C:19]2[C:14](=[CH:15][CH:16]=[CH:17][CH:18]=2)[C@H:13]1[CH2:21][O:22][CH:23]([CH3:31])[C:24]([O:26][C:27]([CH3:30])([CH3:29])[CH3:28])=[O:25].CCN=C=NCCCN(C)C.[Cl:43][C:44]1[CH:45]=[C:46]2[C:50](=[CH:51][CH:52]=1)[NH:49][C:48]([C:53](O)=[O:54])=[CH:47]2. The catalyst is CC(N(C)C)=O.O. The product is [Cl:43][C:44]1[CH:45]=[C:46]2[C:50](=[CH:51][CH:52]=1)[NH:49][C:48]([C:53]([NH:11][C@@H:12]1[CH2:20][C:19]3[C:14](=[CH:15][CH:16]=[CH:17][CH:18]=3)[C@H:13]1[CH2:21][O:22][CH:23]([CH3:31])[C:24]([O:26][C:27]([CH3:30])([CH3:29])[CH3:28])=[O:25])=[O:54])=[CH:47]2. The yield is 0.670.